From a dataset of Experimentally validated miRNA-target interactions with 360,000+ pairs, plus equal number of negative samples. Binary Classification. Given a miRNA mature sequence and a target amino acid sequence, predict their likelihood of interaction. (1) The miRNA is mmu-miR-125b-5p with sequence UCCCUGAGACCCUAACUUGUGA. The protein sequence of the target gene is MAQPGPASQPDVSLQQRVAELEKINAEFLRAQQQLEQEFNQKRAKFKELYLAKEEDLKRQNAVLQAAQDDLGHLRTQLWEAQAEMENIKAIATVSENTKQEAIDEVKRQWREEVASLQAVMKETVRDYEHQFHLRLEQERTQWAQYRESAEREIADLRRRLSEGQEEENLENEMKKAQEDAEKLRSVVMPMEKEIAALKDKLTEAEDKIKELEASKVKELNHYLEAEKSCRTDLEMYVAVLNTQKSVLQEDAEKLRKELHEVCHLLEQERQQHNQLKHTWQKANDQFLESQRLLMRDMQR.... Result: 0 (no interaction). (2) The miRNA is hsa-miR-425-5p with sequence AAUGACACGAUCACUCCCGUUGA. The protein sequence of the target gene is MMFEYEEDEDPMEQQKHEEFKHHSTDHSGSPQENPFRFSYDTGKRAASMFVTPSSEDLIAYGTKHLLDSPTAVQRSLVLNATTSLNIDCDLSSDDDLSPTTQRKICFCASQNPAETQEQGLRPAKSTLAISFPCHQHQITEDYTISAEIIGIGESGKVMACYQKVTGEKFALKVLRDSQKARREVELHWLTNAHENVVSILDIYENTFDNVKCLLMVVEFLEGGDLLSQFESQGSIPYTEKKVGEIIRQIGNAVMYLHDMNIAHRDIKLENILCSGTGDNCVYKLGDYGFAKRPERNVLM.... Result: 0 (no interaction). (3) The miRNA is hsa-miR-4430 with sequence AGGCUGGAGUGAGCGGAG. The protein sequence of the target gene is MELKQSLSTHLEAEKPLRRYGAVEETAWKTERLGRNQLDIISMAETTMMPEEIELEMAKIQRLREVLVRRESELRFMMDDIQLCKDIMDLKQELQNLVAIPEKEKTKLQKQREDELIQKIHKLVQKRDFLVDDAEVERLREQEEDKEMADFLRIKLKPLDKVTKSPASSRAEKKAEPPPSKPTVAKTGLALIKDCCGATQCNIM. Result: 1 (interaction). (4) The miRNA is hsa-miR-101-3p with sequence UACAGUACUGUGAUAACUGAA. The protein sequence of the target gene is MAYPFQLGLQDATSPIMEELTNFHDHTLMIVFLISSLVLYIISLMLTTKLTHTSTMDAQEVETIWTILPAVILILIALPSLRILYMMDEINNPVLTVKTMGHQWYWSYEYTDYEDLCFDSYMIPTNDLKPGELRLLEVDNRVVLPMELPIRMLISSEDVLHSWAVPSLGLKTDAIPGRLNQATVTSNRPGLFYGQCSEICGSNHSFMPIVLEMVPLKYFENWSASMI. Result: 0 (no interaction). (5) The miRNA is hsa-miR-4726-5p with sequence AGGGCCAGAGGAGCCUGGAGUGG. The protein sequence of the target gene is MCELYSKRDTLGLRKKHIGPSCKVFFASDPIKIVRAQRQYMFDENGEQYLDCINNVAHVGHCHPGVVKAALKQMELLNTNSRFLHDNIVEYAKRLSATLPEKLSVCYFTNSGSEANDLALRLARQFRGHQDVITLDHAYHGHLSSLIEISPYKFQKGKDVKKEFVHVAPTPDTYRGKYREDHADSASAYADEVKKIIEDAHNSGRKIAAFIAESMQSCGGQIIPPAGYFQKVAEYVHGAGGVFIADEVQVGFGRVGKHFWSFQMYGEDFVPDIVTMGKPMGNGHPVACVVTTKEIAEAFS.... Result: 0 (no interaction). (6) The miRNA is hsa-miR-618 with sequence AAACUCUACUUGUCCUUCUGAGU. The protein sequence of the target gene is MRVAGGRALSRGAELRVPGGAKHGMCLLLGATGVGKTLLVKRLQEVSSRDGKGDLGEPPPTRPTVGTNLTDIVAQRKITIRELGGCMGPIWSSYYGNCRSLLFVMDASDPTQLSASCVQLLGLLSAEQLAEASVLILFNKIDLPCYMSTEEMKSLIRLPDIIACAKQNITTAEISAREGTGLAGVLAWLQATHRAND. Result: 0 (no interaction). (7) The miRNA is mmu-miR-130a-3p with sequence CAGUGCAAUGUUAAAAGGGCAU. The protein sequence of the target gene is MKALLLLCCFLASLLLSGQAEVEDASEEAPLRDRSHIDKTLMLNEDKPADDYSAVLQRLRKIYHTSIKPLEQSYKYNELRQHEITDGEITSKPMVLFLGPWSVGKSTMINYLLGLEDTRYQLYTGAEPTTSEFTVLMHGPKLKTIEGIVMAADSARSFSPLEKFGQNFLEKLIGIEVPHKLLERVTFVDTPGIIENRKQQERGYPFNDVCQWFIDRADLIFVVFDPTKLDVGLELEMLFRQLKGRESQIRIILNKADNLATQMLMRVYGALFWSLAPLINVTEPPRVYVSSFWPQDYKPD.... Result: 0 (no interaction). (8) The miRNA is hsa-miR-4788 with sequence UUACGGACCAGCUAAGGGAGGC. The protein sequence of the target gene is MSHYGSYYGGLGYSCGGFGGLGYGYGCGCGSFCRRGSGCGYGGYGYGSGFGSYGYGSGFGGYGYGSGFGGYGYGCCRPSYNGGYGFSGFY. Result: 0 (no interaction). (9) The protein sequence of the target gene is MERVKMINVQRLLEAAEFLERRERECEHGYASSFPSMPSPRLQHSKPPRRLSRAQKHSSGSSNTSTANRSTHNELEKNRRAHLRLCLERLKVLIPLGPDCTRHTTLGLLNKAKAHIKKLEEAERKSQHQLENLEREQRFLKWRLEQLQGPQEMERIRMDSIGSTISSDRSDSEREEIEVDVESTEFSHGEVDNISTTSISDIDDHSSLPSIGSDEGYSSASVKLSFTS. The miRNA is hsa-miR-590-3p with sequence UAAUUUUAUGUAUAAGCUAGU. Result: 1 (interaction). (10) The miRNA is hsa-miR-578 with sequence CUUCUUGUGCUCUAGGAUUGU. The protein sequence of the target gene is MVKISFQPAVAGIKADKADKAAASGPASASAPAAEILLTPAREERPPRHRSRKGGSVGGVCYLSMGMVVLLMGLVFASVYIYRYFFLAQLARDNFFHCGVLYEDSLSSQIRTRLELEEDVKIYLEENYERINVPVPQFGGGDPADIIHDFQRGLTAYHDISLDKCYVIELNTTIVLPPRNFWELLMNVKRGTYLPQTYIIQEEMVVTEHVRDKEALGSFIYHLCNGKDTYRLRRRSTRRRINKRGGKNCNAIRHFENTFVVETLICGVV. Result: 0 (no interaction).